Dataset: Acute oral toxicity (LD50) regression data from Zhu et al.. Task: Regression/Classification. Given a drug SMILES string, predict its toxicity properties. Task type varies by dataset: regression for continuous values (e.g., LD50, hERG inhibition percentage) or binary classification for toxic/non-toxic outcomes (e.g., AMES mutagenicity, cardiotoxicity, hepatotoxicity). Dataset: ld50_zhu. (1) The compound is CCC(C)Nc1ccc(NC(C)CC)cc1. The rat oral LD50 is 3.17, given as -log10 of the dose in mol/kg body weight (higher means more acutely toxic). (2) The compound is CCCC1OC1(CC)C(N)=O. The rat oral LD50 is 2.10, given as -log10 of the dose in mol/kg body weight (higher means more acutely toxic). (3) The molecule is CC(C)N=c1cc2n(-c3ccc(Cl)cc3)c3ccccc3nc-2cc1Nc1ccc(Cl)cc1. The rat oral LD50 is 1.75, given as -log10 of the dose in mol/kg body weight (higher means more acutely toxic). (4) The drug is O=C1CCCCCS1. The rat oral LD50 is 2.34, given as -log10 of the dose in mol/kg body weight (higher means more acutely toxic). (5) The molecule is O=C=Nc1ccc(Cc2ccc(N=C=O)cc2N=C=O)cc1. The rat oral LD50 is 1.16, given as -log10 of the dose in mol/kg body weight (higher means more acutely toxic). (6) The molecule is O=C1CCCC2C3CC(CN12)C1CCCCN1C3. The rat oral LD50 is 2.24, given as -log10 of the dose in mol/kg body weight (higher means more acutely toxic). (7) The drug is Cc1c(Cl)c([N+](=O)[O-])c2[nH]c(C(F)(F)F)nc2c1[N+](=O)[O-]. The rat oral LD50 is 3.49, given as -log10 of the dose in mol/kg body weight (higher means more acutely toxic).